This data is from TCR-epitope binding with 47,182 pairs between 192 epitopes and 23,139 TCRs. The task is: Binary Classification. Given a T-cell receptor sequence (or CDR3 region) and an epitope sequence, predict whether binding occurs between them. (1) The epitope is LQPFPQPELPYPQPQ. The TCR CDR3 sequence is CASSQDTGQGVEQYF. Result: 0 (the TCR does not bind to the epitope). (2) The epitope is TSNQVAVLY. The TCR CDR3 sequence is CASSLGPSGTYEQYV. Result: 1 (the TCR binds to the epitope). (3) The epitope is AVFDRKSDAK. The TCR CDR3 sequence is CASLGGDPNYGYTF. Result: 0 (the TCR does not bind to the epitope).